This data is from Forward reaction prediction with 1.9M reactions from USPTO patents (1976-2016). The task is: Predict the product of the given reaction. Given the reactants Cl.[NH2:2][C@H:3]([C:7]([O:9][CH3:10])=[O:8])[C@@H:4]([CH3:6])[OH:5].C(N(CC)CC)C.[C:18](Cl)([C:31]1[CH:36]=[CH:35][CH:34]=[CH:33][CH:32]=1)([C:25]1[CH:30]=[CH:29][CH:28]=[CH:27][CH:26]=1)[C:19]1[CH:24]=[CH:23][CH:22]=[CH:21][CH:20]=1, predict the reaction product. The product is: [C:19]1([C:18]([C:25]2[CH:26]=[CH:27][CH:28]=[CH:29][CH:30]=2)([C:31]2[CH:32]=[CH:33][CH:34]=[CH:35][CH:36]=2)[NH:2][C@H:3]([C:7]([O:9][CH3:10])=[O:8])[C@@H:4]([CH3:6])[OH:5])[CH:20]=[CH:21][CH:22]=[CH:23][CH:24]=1.